Dataset: Forward reaction prediction with 1.9M reactions from USPTO patents (1976-2016). Task: Predict the product of the given reaction. (1) Given the reactants C([O:8][C:9]1[C:10](=[O:32])[N:11]([CH3:31])[C:12]([O:28][CH2:29][CH3:30])=[N:13][C:14]=1[C:15]1[O:19][N:18]=[C:17]([CH2:20][C:21]2[CH:26]=[CH:25][C:24]([F:27])=[CH:23][CH:22]=2)[N:16]=1)C1C=CC=CC=1, predict the reaction product. The product is: [CH2:29]([O:28][C:12]1[N:11]([CH3:31])[C:10](=[O:32])[C:9]([OH:8])=[C:14]([C:15]2[O:19][N:18]=[C:17]([CH2:20][C:21]3[CH:22]=[CH:23][C:24]([F:27])=[CH:25][CH:26]=3)[N:16]=2)[N:13]=1)[CH3:30]. (2) Given the reactants [CH:1]1[C:11]2[CH2:10][C:9]3([CH2:15][CH2:14][CH:13]([N:16]4[CH2:20][CH2:19][C:18]([CH3:25])([C:21]([O:23]C)=[O:22])[CH2:17]4)[CH2:12]3)[C:8]3[CH:26]=[CH:27][CH:28]=[CH:29][C:7]=3[CH2:6][C:5]=2[CH:4]=[CH:3][CH:2]=1.[OH-].[K+], predict the reaction product. The product is: [CH:1]1[C:11]2[CH2:10][C:9]3([CH2:15][CH2:14][CH:13]([N:16]4[CH2:20][CH2:19][C:18]([CH3:25])([C:21]([OH:23])=[O:22])[CH2:17]4)[CH2:12]3)[C:8]3[CH:26]=[CH:27][CH:28]=[CH:29][C:7]=3[CH2:6][C:5]=2[CH:4]=[CH:3][CH:2]=1. (3) The product is: [CH3:17][O:16][N:15]([CH3:14])[C:10]([C:3]1[C:4]2[C:9](=[CH:8][CH:7]=[CH:6][CH:5]=2)[NH:1][N:2]=1)=[O:12]. Given the reactants [NH:1]1[C:9]2[C:4](=[CH:5][CH:6]=[CH:7][CH:8]=2)[C:3]([C:10]([OH:12])=O)=[N:2]1.Cl.[CH3:14][NH:15][O:16][CH3:17].CN(C)CCCN=C=NCC.N1C=CC=CC=1, predict the reaction product. (4) Given the reactants [Cl:1][C:2]1[CH:10]=[CH:9][CH:8]=[C:7]2[C:3]=1[C:4]([C:11]([NH:13][CH2:14][C:15]1([OH:23])[CH2:20][CH2:19][CH2:18][C:17]([F:22])([F:21])[CH2:16]1)=[O:12])=[CH:5][NH:6]2.C(OC([N:31]1[CH2:34][CH2:33][CH:32]1[CH2:35]O)=O)(C)(C)C.C(P(=CC#N)(CCCC)CCCC)CCC, predict the reaction product. The product is: [NH:31]1[CH2:34][CH2:33][CH:32]1[CH2:35][N:6]1[C:7]2[C:3](=[C:2]([Cl:1])[CH:10]=[CH:9][CH:8]=2)[C:4]([C:11]([NH:13][CH2:14][C:15]2([OH:23])[CH2:20][CH2:19][CH2:18][C:17]([F:22])([F:21])[CH2:16]2)=[O:12])=[CH:5]1. (5) Given the reactants Cl[C:2]1[N:7]=[C:6]([N:8]2[CH2:14][CH:13]3[O:15][CH:10]([CH2:11][CH2:12]3)[CH2:9]2)[CH:5]=[C:4]([CH2:16][S:17]([CH3:20])(=[O:19])=[O:18])[N:3]=1.[NH2:21][C:22]1[CH:27]=[CH:26][C:25](B2OC(C)(C)C(C)(C)O2)=[CH:24][CH:23]=1, predict the reaction product. The product is: [CH:10]12[O:15][CH:13]([CH2:12][CH2:11]1)[CH2:14][N:8]([C:6]1[CH:5]=[C:4]([CH2:16][S:17]([CH3:20])(=[O:19])=[O:18])[N:3]=[C:2]([C:25]3[CH:26]=[CH:27][C:22]([NH2:21])=[CH:23][CH:24]=3)[N:7]=1)[CH2:9]2.